Dataset: Forward reaction prediction with 1.9M reactions from USPTO patents (1976-2016). Task: Predict the product of the given reaction. (1) Given the reactants Br[C:2]1[CH:9]=[CH:8][C:7]([O:10][CH3:11])=[CH:6][C:3]=1[C:4]#[N:5].[B:12]1([B:12]2[O:16][C:15]([CH3:18])([CH3:17])[C:14]([CH3:20])([CH3:19])[O:13]2)[O:16][C:15]([CH3:18])([CH3:17])[C:14]([CH3:20])([CH3:19])[O:13]1.C([O-])(=O)C.[K+], predict the reaction product. The product is: [CH3:11][O:10][C:7]1[CH:8]=[CH:9][C:2]([B:12]2[O:16][C:15]([CH3:18])([CH3:17])[C:14]([CH3:20])([CH3:19])[O:13]2)=[C:3]([CH:6]=1)[C:4]#[N:5]. (2) Given the reactants [Br:1][C:2]1[CH:7]=[CH:6][C:5]([C@H:8]2[CH2:13][CH2:12][C@H:11]([OH:14])[CH2:10][CH2:9]2)=[CH:4][CH:3]=1.[F:15][C:16]1[CH:24]=[CH:23][CH:22]=[CH:21][C:17]=1[C:18](O)=[O:19].C1(P(C2C=CC=CC=2)C2C=CC=CC=2)C=CC=CC=1.CC(OC(/N=N/C(OC(C)C)=O)=O)C, predict the reaction product. The product is: [F:15][C:16]1[CH:24]=[CH:23][CH:22]=[CH:21][C:17]=1[C:18]([O:14][C@H:11]1[CH2:12][CH2:13][C@@H:8]([C:5]2[CH:4]=[CH:3][C:2]([Br:1])=[CH:7][CH:6]=2)[CH2:9][CH2:10]1)=[O:19]. (3) Given the reactants I[C:2]1[CH:3]=[CH:4][C:5]([N:8]2[CH2:13][CH2:12][N:11]([C:14]([O:16][C:17]([CH3:20])([CH3:19])[CH3:18])=[O:15])[CH2:10][CH2:9]2)=[N:6][CH:7]=1.[C:21]([C:23]1[CH:28]=[CH:27][CH:26]=[CH:25][N:24]=1)#[CH:22].C(N(CC)CC)C, predict the reaction product. The product is: [N:24]1[CH:25]=[CH:26][CH:27]=[CH:28][C:23]=1[C:21]#[C:22][C:2]1[CH:3]=[CH:4][C:5]([N:8]2[CH2:13][CH2:12][N:11]([C:14]([O:16][C:17]([CH3:20])([CH3:19])[CH3:18])=[O:15])[CH2:10][CH2:9]2)=[N:6][CH:7]=1. (4) Given the reactants [C:1]([O:5][C:6](=[O:23])[NH:7][C:8]1[CH:13]=[CH:12][C:11]([CH2:14][CH2:15][CH2:16][CH2:17]O)=[C:10]([C:19]([F:22])([F:21])[F:20])[CH:9]=1)([CH3:4])([CH3:3])[CH3:2].CCN(S(F)(F)[F:30])CC, predict the reaction product. The product is: [C:1]([O:5][C:6](=[O:23])[NH:7][C:8]1[CH:13]=[CH:12][C:11]([CH2:14][CH2:15][CH2:16][CH2:17][F:30])=[C:10]([C:19]([F:22])([F:21])[F:20])[CH:9]=1)([CH3:4])([CH3:3])[CH3:2]. (5) Given the reactants [F:1][C:2]1[CH:7]=[CH:6][CH:5]=[C:4]([F:8])[C:3]=1/[CH:9]=[CH:10]/[C:11]1[CH:12]=[C:13]([CH:17]=[C:18]([O:20][C@@H:21]([CH3:25])[CH2:22][O:23][CH3:24])[CH:19]=1)[C:14]([OH:16])=[O:15].[H][H], predict the reaction product. The product is: [F:1][C:2]1[CH:7]=[CH:6][CH:5]=[C:4]([F:8])[C:3]=1[CH2:9][CH2:10][C:11]1[CH:12]=[C:13]([CH:17]=[C:18]([O:20][C@@H:21]([CH3:25])[CH2:22][O:23][CH3:24])[CH:19]=1)[C:14]([OH:16])=[O:15]. (6) The product is: [OH:14][CH2:9]/[CH:10]=[CH:11]/[C:12]#[C:13][C:4]1[CH:3]=[C:2]([C:13]#[C:12]/[CH:11]=[CH:10]/[CH2:9][OH:14])[CH:7]=[CH:6][CH:5]=1. Given the reactants I[C:2]1[CH:7]=[CH:6][CH:5]=[C:4](I)[CH:3]=1.[CH2:9]([OH:14])[CH:10]=[CH:11][C:12]#[CH:13], predict the reaction product. (7) Given the reactants [CH3:1][CH:2]1[CH2:6][CH2:5][CH2:4][N:3]1[CH2:7][C:8]1[CH:13]=[C:12]([C:14]([F:17])([F:16])[F:15])[CH:11]=[CH:10][C:9]=1B(O)O.I[C:22]1[N:27]=[CH:26][N:25]=[C:24]([O:28][C:29]2[C:34]3[N:35]=[C:36]([NH2:38])[S:37][C:33]=3[CH:32]=[CH:31][CH:30]=2)[CH:23]=1, predict the reaction product. The product is: [CH3:1][CH:2]1[CH2:6][CH2:5][CH2:4][N:3]1[CH2:7][C:8]1[CH:13]=[C:12]([C:14]([F:17])([F:16])[F:15])[CH:11]=[CH:10][C:9]=1[C:22]1[N:27]=[CH:26][N:25]=[C:24]([O:28][C:29]2[C:34]3[N:35]=[C:36]([NH2:38])[S:37][C:33]=3[CH:32]=[CH:31][CH:30]=2)[CH:23]=1. (8) The product is: [CH2:14]([O:9][CH:8]([CH3:10])[C:7]([O:12][CH3:13])=[O:11])[C:15]1[CH:20]=[CH:19][CH:18]=[CH:17][CH:16]=1. Given the reactants CC(C)([O-])C.[K+].[C:7]([O:12][CH3:13])(=[O:11])[CH:8]([CH3:10])[OH:9].[CH2:14](Cl)[C:15]1[CH:20]=[CH:19][CH:18]=[CH:17][CH:16]=1, predict the reaction product.